From a dataset of Forward reaction prediction with 1.9M reactions from USPTO patents (1976-2016). Predict the product of the given reaction. (1) Given the reactants [Cl:1][C:2]1[CH:7]=[CH:6][C:5]([CH3:8])=[C:4]([O:9][CH2:10][C:11]([OH:13])=O)[CH:3]=1.C(Cl)(=O)C([Cl:17])=O, predict the reaction product. The product is: [Cl:1][C:2]1[CH:7]=[CH:6][C:5]([CH3:8])=[C:4]([O:9][CH2:10][C:11]([Cl:17])=[O:13])[CH:3]=1. (2) Given the reactants [Cl:1][C:2]1[CH:16]=[CH:15][C:5]2[N:6]([CH:11]3[CH2:14][O:13][CH2:12]3)[C:7]([CH2:9]Cl)=[N:8][C:4]=2[CH:3]=1.[CH3:17][S:18]([C:21]1[C:29]2[C:24](=[CH:25][CH:26]=[CH:27][CH:28]=2)[NH:23][N:22]=1)(=[O:20])=[O:19].CS(C1C2C(=CN=CC=2)NN=1)(=O)=O, predict the reaction product. The product is: [Cl:1][C:2]1[CH:16]=[CH:15][C:5]2[N:6]([CH:11]3[CH2:14][O:13][CH2:12]3)[C:7]([CH2:9][N:23]3[C:24]4[C:29](=[CH:28][CH:27]=[CH:26][CH:25]=4)[C:21]([S:18]([CH3:17])(=[O:19])=[O:20])=[N:22]3)=[N:8][C:4]=2[CH:3]=1. (3) Given the reactants [CH2:1]([O:3][C:4]([CH2:6][CH:7]1[CH2:12][CH2:11][CH2:10][NH:9][CH2:8]1)=[O:5])[CH3:2].BrCCCC[N:18]1[C:26]([O:27][CH3:28])=[N:25][C:24]2[C:19]1=[N:20][C:21]([O:30][CH2:31][CH2:32][CH2:33][CH3:34])=[N:22][C:23]=2[NH2:29], predict the reaction product. The product is: [CH2:31]([O:30][C:21]1[N:20]=[C:19]2[C:24]([NH:25][C:26]([O:27][CH3:28])=[N:18]2)=[C:23]([NH:29][CH2:4][CH2:6][CH2:7][CH2:8][N:9]2[CH2:10][CH2:11][CH2:12][CH:7]([CH2:6][C:4]([O:3][CH2:1][CH3:2])=[O:5])[CH2:8]2)[N:22]=1)[CH2:32][CH2:33][CH3:34]. (4) Given the reactants [123I-].[NH2:2][C:3]1[C:4]([CH:11]2[CH2:15]CC[CH2:12]2)=[N:5][NH:6][C:7]=1[C:8]([NH2:10])=[O:9].[C:16]([NH:19][CH:20]([CH3:24])[C:21](O)=O)(=O)[CH3:17].C(NCC(O)=O)(=O)C.CO[C:35]1[CH:42]=[CH:41][C:38]([CH:39]=O)=[CH:37][CH:36]=1, predict the reaction product. The product is: [CH2:39]([N:19]1[CH2:16][CH2:17][N:10]2[C:8](=[O:9])[C:7]3[NH:6][N:5]=[C:4]([CH:11]([CH3:12])[CH3:15])[C:3]=3[N:2]=[C:21]2[CH:20]1[CH3:24])[C:38]1[CH:41]=[CH:42][CH:35]=[CH:36][CH:37]=1. (5) Given the reactants C([O:3][C:4](=[O:36])[CH2:5][CH2:6][N:7]([S:30]([N:33]([CH3:35])[CH3:34])(=[O:32])=[O:31])[CH2:8][C:9]1[CH:14]=[CH:13][CH:12]=[C:11]([O:15][CH2:16][C:17]2[N:18]=[C:19]([C:23]3[CH:28]=[CH:27][C:26]([CH3:29])=[CH:25][CH:24]=3)[O:20][C:21]=2[CH3:22])[CH:10]=1)C.O.[OH-].[Li+], predict the reaction product. The product is: [CH3:34][N:33]([S:30]([N:7]([CH2:6][CH2:5][C:4]([OH:36])=[O:3])[CH2:8][C:9]1[CH:14]=[CH:13][CH:12]=[C:11]([O:15][CH2:16][C:17]2[N:18]=[C:19]([C:23]3[CH:24]=[CH:25][C:26]([CH3:29])=[CH:27][CH:28]=3)[O:20][C:21]=2[CH3:22])[CH:10]=1)(=[O:31])=[O:32])[CH3:35]. (6) The product is: [ClH:2].[Cl:2][C:3]1[CH:8]=[CH:7][C:6]([CH:9]([O:23][CH2:24][CH3:25])[CH:10]2[CH2:15][CH2:14][NH:13][CH2:12][CH2:11]2)=[CH:5][CH:4]=1. Given the reactants Cl.[Cl:2][C:3]1[CH:8]=[CH:7][C:6]([CH:9]([O:23][CH2:24][CH3:25])[CH:10]2[CH2:15][CH2:14][N:13](C(OC(C)(C)C)=O)[CH2:12][CH2:11]2)=[CH:5][CH:4]=1, predict the reaction product. (7) Given the reactants [CH3:1][O:2][CH2:3][CH2:4][N:5]1[C:13]2[C:8](=[CH:9][C:10]([N+:14]([O-])=O)=[CH:11][CH:12]=2)[C:7](=[O:17])[NH:6]1.[H][H].[CH2:20]([C:22]1[CH:27]=[CH:26][CH:25]=[CH:24][C:23]=1[N:28]=[C:29]=[O:30])[CH3:21].S(=O)(=O)(O)[O-].[K+], predict the reaction product. The product is: [CH2:20]([C:22]1[CH:27]=[CH:26][CH:25]=[CH:24][C:23]=1[NH:28][C:29]([NH:14][C:10]1[CH:9]=[C:8]2[C:13](=[CH:12][CH:11]=1)[N:5]([CH2:4][CH2:3][O:2][CH3:1])[NH:6][C:7]2=[O:17])=[O:30])[CH3:21]. (8) Given the reactants [OH:1][CH2:2][CH2:3][CH2:4][CH2:5][O:6][C:7]1[CH:12]=[CH:11][C:10]([C:13]2[S:17][C:16]([C@@:18]3([CH3:32])[CH2:22][O:21]C(C)(C)[N:19]3C(OC(C)(C)C)=O)=[N:15][N:14]=2)=[CH:9][C:8]=1[C:33]([F:36])([F:35])[F:34], predict the reaction product. The product is: [NH2:19][C@@:18]([C:16]1[S:17][C:13]([C:10]2[CH:11]=[CH:12][C:7]([O:6][CH2:5][CH2:4][CH2:3][CH2:2][O:1][CH2:33][C:8]3[CH:9]=[CH:10][CH:11]=[CH:12][CH:7]=3)=[C:8]([C:33]([F:35])([F:34])[F:36])[CH:9]=2)=[N:14][N:15]=1)([CH3:32])[CH2:22][OH:21].